Dataset: Full USPTO retrosynthesis dataset with 1.9M reactions from patents (1976-2016). Task: Predict the reactants needed to synthesize the given product. (1) The reactants are: N12CCC(CC1)[C@@H]([NH:9][CH2:10][C:11]1[C:19]3[C:18]([C:20]([O-])=O)=[CH:17][CH:16]=[CH:15][C:14]=3[NH:13][N:12]=1)C2.[Li+].[CH:24]([N:27](CC)[CH:28]([CH3:30])C)(C)[CH3:25].CCCP1(OP(CCC)(=O)OP([CH2:48][CH2:49][CH3:50])(=O)O1)=O.CN(C)C=[O:54]. Given the product [N:27]12[CH2:48][CH2:49][CH:50]([CH2:30][CH2:28]1)[CH:25]([C@@H:9]1[C:20](=[O:54])[C:18]3[C:19]4=[C:14]([NH:13][N:12]=[C:11]4[CH2:10]1)[CH:15]=[N:16][CH:17]=3)[CH2:24]2, predict the reactants needed to synthesize it. (2) Given the product [Cl:1][C:2]1[CH:3]=[C:4]([C@@H:12]([CH2:22][CH:23]2[CH2:24][CH2:25][CH2:26][CH2:27]2)[C:13]([NH:15][C:16]2[CH:20]=[CH:19][N:18]([CH2:21][C:36]3[CH:37]=[CH:38][C:39]([CH3:40])=[CH:41][CH:35]=3)[N:17]=2)=[O:14])[CH:5]=[CH:6][C:7]=1[S:8]([CH3:11])(=[O:10])=[O:9], predict the reactants needed to synthesize it. The reactants are: [Cl:1][C:2]1[CH:3]=[C:4]([C@@H:12]([CH2:22][CH:23]2[CH2:27][CH2:26][CH2:25][CH2:24]2)[C:13]([NH:15][C:16]2[CH:20]=[CH:19][N:18]([CH3:21])[N:17]=2)=[O:14])[CH:5]=[CH:6][C:7]=1[S:8]([CH3:11])(=[O:10])=[O:9].C(Cl)(=O)C(Cl)=O.N1[C:39]([CH3:40])=[CH:38][CH:37]=[CH:36][C:35]=1[CH3:41].CC1C=CC(CN2C=CC(N)=N2)=CC=1. (3) Given the product [CH3:1][CH:2]1[CH2:3][N:4]([C:8]2[CH:34]=[CH:33][C:11]3[NH:12][C:13]([C:15]4[C:23]5[C:18](=[CH:19][CH:20]=[C:21]([NH2:24])[CH:22]=5)[N:17]([CH:27]5[CH2:32][CH2:31][CH2:30][CH2:29][O:28]5)[N:16]=4)=[N:14][C:10]=3[CH:9]=2)[CH2:5][CH2:6][O:7]1, predict the reactants needed to synthesize it. The reactants are: [CH3:1][CH:2]1[O:7][CH2:6][CH2:5][N:4]([C:8]2[CH:34]=[CH:33][C:11]3[NH:12][C:13]([C:15]4[C:23]5[C:18](=[CH:19][CH:20]=[C:21]([N+:24]([O-])=O)[CH:22]=5)[N:17]([CH:27]5[CH2:32][CH2:31][CH2:30][CH2:29][O:28]5)[N:16]=4)=[N:14][C:10]=3[CH:9]=2)[CH2:3]1.[H][H]. (4) Given the product [OH:48][C@H:45]1[CH2:46][CH2:47][C@H:42]([C:34]2[CH:33]=[CH:32][C:31]([NH:30][C:2]3[C:7]([C:8]([F:11])([F:10])[F:9])=[CH:6][N:5]=[C:4]([NH:12][C:13]4[CH:27]=[CH:26][C:16]([CH2:17][P:18](=[O:25])([O:22][CH2:23][CH3:24])[O:19][CH2:20][CH3:21])=[CH:15][CH:14]=4)[N:3]=3)=[C:39]3[C:35]=2[CH2:36][N:37]([CH3:41])[C:38]3=[O:40])[CH2:43][CH2:44]1, predict the reactants needed to synthesize it. The reactants are: Cl[C:2]1[C:7]([C:8]([F:11])([F:10])[F:9])=[CH:6][N:5]=[C:4]([NH:12][C:13]2[CH:27]=[CH:26][C:16]([CH2:17][P:18](=[O:25])([O:22][CH2:23][CH3:24])[O:19][CH2:20][CH3:21])=[CH:15][C:14]=2OC)[N:3]=1.[NH2:30][C:31]1[CH:32]=[CH:33][C:34]([C@H:42]2[CH2:47][CH2:46][C@@H:45]([OH:48])[CH2:44][CH2:43]2)=[C:35]2[C:39]=1[C:38](=[O:40])[N:37]([CH3:41])[CH2:36]2. (5) Given the product [CH3:34][O:33][C:31](=[O:32])[CH2:30][NH:1][C:2]1[CH:3]=[C:4]2[C:9](=[CH:10][C:11]=1[O:12][CH2:13][C:14]1[CH:19]=[CH:18][CH:17]=[CH:16][CH:15]=1)[O:8][C:7](=[O:20])[C:6]([O:21][CH3:22])=[CH:5]2, predict the reactants needed to synthesize it. The reactants are: [NH2:1][C:2]1[CH:3]=[C:4]2[C:9](=[CH:10][C:11]=1[O:12][CH2:13][C:14]1[CH:19]=[CH:18][CH:17]=[CH:16][CH:15]=1)[O:8][C:7](=[O:20])[C:6]([O:21][CH3:22])=[CH:5]2.C([O-])([O-])=O.[K+].[K+].Br[CH2:30][C:31]([O:33][CH3:34])=[O:32].O.